This data is from CYP2C19 inhibition data for predicting drug metabolism from PubChem BioAssay. The task is: Regression/Classification. Given a drug SMILES string, predict its absorption, distribution, metabolism, or excretion properties. Task type varies by dataset: regression for continuous measurements (e.g., permeability, clearance, half-life) or binary classification for categorical outcomes (e.g., BBB penetration, CYP inhibition). Dataset: cyp2c19_veith. The compound is Cc1ccc(SCc2ccc(C(=O)Nc3cc([N+](=O)[O-])ccc3C)cc2)cc1. The result is 0 (non-inhibitor).